From a dataset of Forward reaction prediction with 1.9M reactions from USPTO patents (1976-2016). Predict the product of the given reaction. (1) Given the reactants Cl[C:2]1[C:3]([N:8]2[CH:12]=[C:11]([CH:13]=[O:14])[C:10]([C:15]([O:17][CH2:18][CH3:19])=[O:16])=[N:9]2)=[N:4][CH:5]=[CH:6][CH:7]=1.[CH3:20]B1OB(C)OB(C)O1.C(=O)([O-])[O-].[K+].[K+], predict the reaction product. The product is: [CH3:20][C:2]1[C:3]([N:8]2[CH:12]=[C:11]([CH:13]=[O:14])[C:10]([C:15]([O:17][CH2:18][CH3:19])=[O:16])=[N:9]2)=[N:4][CH:5]=[CH:6][CH:7]=1. (2) Given the reactants C(OC([N:8]1[CH2:13][CH2:12][N:11]([C:14]2[CH:19]=[CH:18][CH:17]=[C:16]([Cl:20])[CH:15]=2)[C:10](=[O:21])[CH2:9]1)=O)(C)(C)C.Cl, predict the reaction product. The product is: [Cl:20][C:16]1[CH:15]=[C:14]([N:11]2[CH2:12][CH2:13][NH:8][CH2:9][C:10]2=[O:21])[CH:19]=[CH:18][CH:17]=1. (3) Given the reactants [Cl:1][C:2]1[N:11]=[CH:10][CH:9]=[CH:8][C:3]=1[C:4](OC)=[O:5].C1COCC1.C(O)C.[BH4-].[Na+], predict the reaction product. The product is: [Cl:1][C:2]1[C:3]([CH2:4][OH:5])=[CH:8][CH:9]=[CH:10][N:11]=1. (4) The product is: [CH2:8]([O:9][C:11]1[CH:31]=[CH:30][C:14]([O:15][CH2:16][CH2:17][N:18]2[CH2:19][CH2:20][CH:21]([N:24]3[CH2:28][CH2:27][CH2:26][C:25]3=[O:29])[CH2:22][CH2:23]2)=[CH:13][CH:12]=1)[CH2:7][C:1]1[CH:6]=[CH:5][CH:4]=[CH:3][CH:2]=1. Given the reactants [C:1]1([CH2:7][CH2:8][OH:9])[CH:6]=[CH:5][CH:4]=[CH:3][CH:2]=1.O[C:11]1[CH:31]=[CH:30][C:14]([O:15][CH2:16][CH2:17][N:18]2[CH2:23][CH2:22][CH:21]([N:24]3[CH2:28][CH2:27][CH2:26][C:25]3=[O:29])[CH2:20][CH2:19]2)=[CH:13][CH:12]=1, predict the reaction product. (5) Given the reactants [C:1]1([CH2:7][O:8][C:9]([NH:11][C@H:12]([C:17]([NH:19][CH:20]2[CH2:26][CH2:25][CH2:24][N:23](C(OC(C)(C)C)=O)[CH2:22][CH2:21]2)=[O:18])[CH2:13][CH:14]([CH3:16])[CH3:15])=[O:10])[CH:6]=[CH:5][CH:4]=[CH:3][CH:2]=1.Cl, predict the reaction product. The product is: [NH:23]1[CH2:24][CH2:25][CH2:26][CH:20]([NH:19][C:17]([C@@H:12]([NH:11][C:9](=[O:10])[O:8][CH2:7][C:1]2[CH:2]=[CH:3][CH:4]=[CH:5][CH:6]=2)[CH2:13][CH:14]([CH3:16])[CH3:15])=[O:18])[CH2:21][CH2:22]1. (6) The product is: [CH2:26]([NH:33][C:10]([CH:7]1[CH2:6][CH2:5][N:4]([CH2:3][C@@H:2]([OH:1])[CH2:13][O:14][C:15]2[CH:24]=[CH:23][CH:22]=[C:21]3[C:16]=2[CH:17]=[CH:18][CH:19]=[N:20]3)[CH2:9][CH2:8]1)=[O:12])[C:27]1[CH:32]=[CH:31][CH:30]=[CH:29][CH:28]=1. Given the reactants [OH:1][C@@H:2]([CH2:13][O:14][C:15]1[CH:24]=[CH:23][CH:22]=[C:21]2[C:16]=1[CH:17]=[CH:18][CH:19]=[N:20]2)[CH2:3][N:4]1[CH2:9][CH2:8][CH:7]([C:10]([O-:12])=O)[CH2:6][CH2:5]1.[Li+].[CH2:26]([NH2:33])[C:27]1[CH:32]=[CH:31][CH:30]=[CH:29][CH:28]=1.C(N(CC)C(C)C)(C)C.C1CN([P+](ON2N=NC3C=CC=CC2=3)(N2CCCC2)N2CCCC2)CC1.F[P-](F)(F)(F)(F)F, predict the reaction product.